From a dataset of Catalyst prediction with 721,799 reactions and 888 catalyst types from USPTO. Predict which catalyst facilitates the given reaction. (1) Reactant: [NH2:1][C:2]1[CH:3]=[C:4]2[C:20](=[O:21])[NH:19][N:18]=[CH:17][C:6]3=[C:7]([C:11]4[CH:16]=[CH:15][CH:14]=[CH:13][CH:12]=4)[NH:8][C:9]([CH:10]=1)=[C:5]23.[C:22]1([C@@H:28]2[CH2:30][C@H:29]2[C:31](O)=[O:32])[CH:27]=[CH:26][CH:25]=[CH:24][CH:23]=1.C(N(CC)CC)C.F[P-](F)(F)(F)(F)F.N1(OC(N(C)C)=[N+](C)C)C2N=CC=CC=2N=N1. Product: [O:21]=[C:20]1[C:4]2[C:5]3[C:6](=[C:7]([C:11]4[CH:12]=[CH:13][CH:14]=[CH:15][CH:16]=4)[NH:8][C:9]=3[CH:10]=[C:2]([NH:1][C:31]([C@@H:29]3[CH2:30][C@H:28]3[C:22]3[CH:27]=[CH:26][CH:25]=[CH:24][CH:23]=3)=[O:32])[CH:3]=2)[CH:17]=[N:18][NH:19]1. The catalyst class is: 9. (2) Reactant: [OH:1][C:2]1[CH:7]=[CH:6][CH:5]=[CH:4][C:3]=1[S:8][C:9]([F:12])([F:11])[F:10].[Br:13]Br. Product: [Br:13][C:5]1[CH:6]=[CH:7][C:2]([OH:1])=[C:3]([S:8][C:9]([F:12])([F:10])[F:11])[CH:4]=1. The catalyst class is: 34.